Predict the product of the given reaction. From a dataset of Forward reaction prediction with 1.9M reactions from USPTO patents (1976-2016). (1) Given the reactants [N+:1]([C:4]1[CH:5]=[C:6]([CH:11]=[C:12]([C:14]([F:17])([F:16])[F:15])[CH:13]=1)[C:7]([O:9][CH3:10])=[O:8])([O-])=O, predict the reaction product. The product is: [NH2:1][C:4]1[CH:5]=[C:6]([CH:11]=[C:12]([C:14]([F:15])([F:16])[F:17])[CH:13]=1)[C:7]([O:9][CH3:10])=[O:8]. (2) The product is: [NH2:49][C:47](=[O:48])[CH2:46][N:17]1[C:12](=[N:11][S:8]([C:5]2[CH:6]=[CH:7][C:2]([CH3:1])=[CH:3][CH:4]=2)(=[O:9])=[O:10])[CH:13]=[CH:14][C:15]([O:18][C:19]2[CH:24]=[CH:23][C:22]([NH:25][C:26](=[O:35])[O:27][CH2:28][C:29]3[CH:30]=[CH:31][CH:32]=[CH:33][CH:34]=3)=[CH:21][CH:20]=2)=[CH:16]1. Given the reactants [CH3:1][C:2]1[CH:7]=[CH:6][C:5]([S:8]([NH:11][C:12]2[N:17]=[CH:16][C:15]([O:18][C:19]3[CH:24]=[CH:23][C:22]([NH:25][C:26](=[O:35])[O:27][CH2:28][C:29]4[CH:34]=[CH:33][CH:32]=[CH:31][CH:30]=4)=[CH:21][CH:20]=3)=[CH:14][CH:13]=2)(=[O:10])=[O:9])=[CH:4][CH:3]=1.C(N(CC)C(C)C)(C)C.I[CH2:46][C:47]([NH2:49])=[O:48].O, predict the reaction product. (3) Given the reactants [NH2:1][C:2]1[CH:3]=[C:4]([CH:21]=[CH:22][CH:23]=1)[O:5][C:6]1[CH:7]=[CH:8][C:9]2[N:10]([CH:12]=[C:13]([NH:15][C:16]([CH:18]3[CH2:20][CH2:19]3)=[O:17])[N:14]=2)[N:11]=1.[NH:24]1[C:32]2[C:27](=[CH:28][CH:29]=[CH:30][CH:31]=2)[CH:26]=[C:25]1[C:33](O)=[O:34].C(Cl)(=O)C(Cl)=O.O1CCCC1, predict the reaction product. The product is: [CH:18]1([C:16]([NH:15][C:13]2[N:14]=[C:9]3[CH:8]=[CH:7][C:6]([O:5][C:4]4[CH:3]=[C:2]([NH:1][C:33]([C:25]5[NH:24][C:32]6[C:27]([CH:26]=5)=[CH:28][CH:29]=[CH:30][CH:31]=6)=[O:34])[CH:23]=[CH:22][CH:21]=4)=[N:11][N:10]3[CH:12]=2)=[O:17])[CH2:20][CH2:19]1. (4) Given the reactants O=C1CCC(=O)N1O[C:9]([C:11]1[O:15][C:14]([C:16]2[CH:21]=[CH:20][CH:19]=[CH:18][C:17]=2[Cl:22])=[N:13][C:12]=1[CH2:23][CH2:24][CH3:25])=[O:10].[CH3:26][O:27][CH2:28][CH2:29][N:30]([CH3:38])[C:31]1[CH:36]=[CH:35][C:34]([NH2:37])=[CH:33][N:32]=1, predict the reaction product. The product is: [CH3:26][O:27][CH2:28][CH2:29][N:30]([CH3:38])[C:31]1[N:32]=[CH:33][C:34]([NH:37][C:9]([C:11]2[O:15][C:14]([C:16]3[CH:21]=[CH:20][CH:19]=[CH:18][C:17]=3[Cl:22])=[N:13][C:12]=2[CH2:23][CH2:24][CH3:25])=[O:10])=[CH:35][CH:36]=1. (5) Given the reactants [NH2:1][C:2]1[CH:20]=[CH:19][CH:18]=[CH:17][C:3]=1[C:4]([NH:6][C:7]1[CH:12]=[CH:11][C:10]([C:13]([CH3:16])([CH3:15])[CH3:14])=[CH:9][CH:8]=1)=[O:5].C(C1C=CC(N)=CC=1)(C)(C)C.[Si]([O:39][CH2:40][CH2:41][O:42][C:43]1[C:50]([CH3:51])=[CH:49][C:46]([CH:47]=O)=[CH:45][C:44]=1[CH3:52])(C(C)(C)C)(C)C.CC1C=CC(S(O)(=O)=O)=CC=1.OS([O-])=O.[Na+], predict the reaction product. The product is: [C:13]([C:10]1[CH:11]=[CH:12][C:7]([N:6]2[C:4](=[O:5])[C:3]3[C:2](=[CH:20][CH:19]=[CH:18][CH:17]=3)[N:1]=[C:47]2[C:46]2[CH:49]=[C:50]([CH3:51])[C:43]([O:42][CH2:41][CH2:40][OH:39])=[C:44]([CH3:52])[CH:45]=2)=[CH:8][CH:9]=1)([CH3:16])([CH3:15])[CH3:14]. (6) Given the reactants [F:1][C:2]1[CH:7]=[CH:6][C:5]([F:8])=[CH:4][C:3]=1[C@H:9]1[CH2:13][CH2:12][CH2:11][N:10]1[C:14]1[CH:19]=[CH:18][N:17]2[N:20]=[CH:21][C:22]([NH2:23])=[C:16]2[N:15]=1.[N:24]1[CH:29]=[CH:28][CH:27]=[N:26][C:25]=1[C:30](O)=[O:31].CN(C(ON1N=NC2C=CC=NC1=2)=[N+](C)C)C.F[P-](F)(F)(F)(F)F.CCN(C(C)C)C(C)C, predict the reaction product. The product is: [F:1][C:2]1[CH:7]=[CH:6][C:5]([F:8])=[CH:4][C:3]=1[C@H:9]1[CH2:13][CH2:12][CH2:11][N:10]1[C:14]1[CH:19]=[CH:18][N:17]2[N:20]=[CH:21][C:22]([NH:23][C:30]([C:25]3[N:26]=[CH:27][CH:28]=[CH:29][N:24]=3)=[O:31])=[C:16]2[N:15]=1. (7) Given the reactants [C:1]([O:5][C:6]([NH:8][C@H:9]1[CH2:14][CH2:13][CH2:12][CH2:11][C@H:10]1[NH:15][C:16]1[N:21]=[C:20]([CH3:22])[C:19]([C:23]([O:25][CH3:26])=[O:24])=[C:18](NC2C=C(C)C=CC=2)[N:17]=1)=[O:7])([CH3:4])([CH3:3])[CH3:2].[F:35][C:36]([F:45])([F:44])[C:37]1[CH:38]=[C:39]([CH:41]=[CH:42][CH:43]=1)[NH2:40].[Br:46]N1C(=O)CCC1=O.C(OOC(=O)C1C=CC=CC=1)(=O)C1C=CC=CC=1, predict the reaction product. The product is: [C:1]([O:5][C:6]([NH:8][C@H:9]1[CH2:14][CH2:13][CH2:12][CH2:11][C@H:10]1[NH:15][C:16]1[N:21]=[C:20]([CH3:22])[C:19]([C:23]([O:25][CH3:26])=[O:24])=[C:18]([NH:40][C:39]2[CH:41]=[CH:42][CH:43]=[C:37]([C:36]([F:44])([F:45])[F:35])[CH:38]=2)[N:17]=1)=[O:7])([CH3:4])([CH3:3])[CH3:2].[Br:46][CH2:22][C:20]1[C:19]([C:23]([O:25][CH3:26])=[O:24])=[C:18]([NH:40][C:39]2[CH:41]=[CH:42][CH:43]=[C:37]([C:36]([F:44])([F:45])[F:35])[CH:38]=2)[N:17]=[C:16]([NH:15][C@@H:10]2[CH2:11][CH2:12][CH2:13][CH2:14][C@@H:9]2[NH:8][C:6]([O:5][C:1]([CH3:4])([CH3:3])[CH3:2])=[O:7])[N:21]=1.